Dataset: Peptide-MHC class II binding affinity with 134,281 pairs from IEDB. Task: Regression. Given a peptide amino acid sequence and an MHC pseudo amino acid sequence, predict their binding affinity value. This is MHC class II binding data. (1) The peptide sequence is YVDRFFKTLRAEQATQEV. The MHC is DRB1_0301 with pseudo-sequence DRB1_0301. The binding affinity (normalized) is 0.523. (2) The peptide sequence is SDVGEFRAVTELG. The MHC is HLA-DQA10102-DQB10602 with pseudo-sequence HLA-DQA10102-DQB10602. The binding affinity (normalized) is 0.317. (3) The peptide sequence is VGQQAVEVWQGLALL. The MHC is DRB1_1302 with pseudo-sequence DRB1_1302. The binding affinity (normalized) is 0.336. (4) The peptide sequence is HPQQFIYAGSLSALL. The MHC is HLA-DQA10102-DQB10602 with pseudo-sequence HLA-DQA10102-DQB10602. The binding affinity (normalized) is 0.315. (5) The peptide sequence is GEVEIQFRRVKCKYP. The MHC is DRB1_0901 with pseudo-sequence DRB1_0901. The binding affinity (normalized) is 0.262. (6) The peptide sequence is AAATATATAAVGAAT. The MHC is DRB3_0101 with pseudo-sequence DRB3_0101. The binding affinity (normalized) is 0. (7) The peptide sequence is SQTTANPSCPEGT. The MHC is DRB1_0701 with pseudo-sequence DRB1_0701. The binding affinity (normalized) is 0.